The task is: Binary Classification. Given two protein amino acid sequences, predict whether they physically interact or not.. This data is from Human Reference Interactome with 51,813 positive PPI pairs across 8,248 proteins, plus equal number of experimentally-validated negative pairs. (1) Protein 1 (ENSG00000088832) has sequence MPVSVSSGRTFPKRGQTCVVHYTGMLEDGKKFDSSRDRNKPFKFMLGKQEVIRGWEEGVAQMSVGQRAKLTISPDYAYGATGHPGIIPPHATLVFDVELLKLE*MGVQVETISPGDGRTFPKRGQTCVVHYTGMLEDGKKFDSSRDRNKPFKFMLGKQEVIRGWEEGVAQMSVGQRAKLTISPDYAYGATGHPGIIPPHATLVFDVELLKLE*MGVQVETISPGDGMLEDGKKFDSSRDRNKPFKFMLGKQEVIRGWEEGVAQMSVGQRAKLTISPDYAYGATGHPGIIPPHATLVFDVE.... Protein 2 (ENSG00000101871) has sequence METLESELTCPICLELFEDPLLLPCAHSLCFNCAHRILVSHCATNESVESITAFQCPTCRHVITLSQRGLDGLKRNVTLQNIIDRFQKASVSGPNSPSETRRERAFDANTMTSAEKVLCQFCDQDPAQDAVKTCVTCEVSYCDECLKATHPNKKPFTGHRLIEPIPDSHIRGLMCLEHEDEKVNMYCVTDDQLICALCKLVGRHRDHQVAALSERYDKLKQNLESNLTNLIKRNTELETLLAKLIQTCQHVEVNASRQEAKLTEECDLLIEIIQQRRQIIGTKIKEGKVMRLRKLAQQIA.... Result: 1 (the proteins interact). (2) Protein 1 (ENSG00000089234) has sequence MSDEEIKKTTLASAVACLEGKSPGEKVAIIHQHLGRREMTDVIIETMKSNPDELKTTVEERKSSEASPTAQRSKDHSKECINAAPDSPSKQLPDQISFFSGNPSVEIVHGIMHLYKTNKMTSLKEDVRRSAMLCILTVPAAMTSHDLMKFVAPFNEVIEQMKIIRDSTPNQYMVLIKFRAQADADSFYMTCNGRQFNSIEDDVCQLVYVERAEVLKSEDGASLPVMDLTELPKCTVCLERMDESVNGILTTLCNHSFHSQCLQRWDDTTCPVCRYCQTPEPVEENKCFECGVQENLWICL.... Protein 2 (ENSG00000188060) has sequence MATQGPDKVIFLLVGHKSDLQSTRCVSAQEAEELAASLGMAFVETSVKNNCNVDLAFDTLADAIQQALQQGDIKLEEGWGGVRLIHKTQIPRSPSRKQHSGPCQC*MEAEGCRYQFRVALLGDAAVGKTSLLRSYVAGAPGAPEPEPEPEPTVGAECYRRALQLRAGPRVKLQLWDTAGHERFRCITRSFYRNVVGVLLVFDVTNRKSFEHIQDWHQEVMATQGPDKVIFLLVGHKSDLQSTRCVSAQEAEELAASLGMAFVETSVKNNCNVDLAFDTLADAIQQALQQGDIKLEEGWGG.... Result: 0 (the proteins do not interact). (3) Protein 1 (ENSG00000180245) has sequence MLRNNLGNSSDSKNEDGSVFSQTEHNIVATYLIMAGMISIISNIIVLGIFIKYKELRTPTNAIIINLAVTDIGVSSIGYPMSAASDLYGSWKFGYAGCQVYAGLNIFFGMASIGLLTVVAVDRYLTICLPDVGRRMTTNTYIGLILGAWINGLFWALMPIIGWASYAPDPTGATCTINWRKNDRSFVSYTMTVIAINFIVPLTVMFYCYYHVTLSIKHHTTSDCTESLNRDWSDQIDVTKMSVIMICMFLVAWSPYSIVCLWASFGDPKKIPPPMAIIAPLFAKSSTFYNPCIYVVANKK.... Protein 2 (ENSG00000108821) has sequence MFSFVDLRLLLLLAATALLTHGQEEGQVEGQDEDIPPITCVQNGLRYHDRDVWKPEPCRICVCDNGKVLCDDVICDETKNCPGAEVPEGECCPVCPDGSESPTDQETTGVEGPKGDTGPRGPRGPAGPPGRDGIPGQPGLPGPPGPPGPPGPPGLGGNFAPQLSYGYDEKSTGGISVPGPMGPSGPRGLPGPPGAPGPQGFQGPPGEPGEPGASGPMGPRGPPGPPGKNGDDGEAGKPGRPGERGPPGPQGARGLPGTAGLPGMKGHRGFSGLDGAKGDAGPAGPKGEPGSPGENGAPGQ.... Result: 0 (the proteins do not interact). (4) Protein 1 (ENSG00000070778) has sequence MPLPFGLKLKRTRRYTVSSKSCLVARIQLLNNEFVEFTLSVESTGQESLEAVAQRLELREVTYFSLWYYNKQNQRRWVDLEKPLKKQLDKYALEPTVYFGVVFYVPSVSQLQQEITRYQYYLQLKKDILEGSIPCTLEQAIQLAGLAVQADFGDFDQYESQDFLQKFALFPVGWLQDEKVLEEATQKVALLHQKYRGLTAPDAEMLYMQEVERMDGYGEESYPAKDSQGSDISIGACLEGIFVKHKNGRHPVVFRWHDIANMSHNKSFFALELANKEETIQFQTEDMETAKYIWRLCVAR.... Protein 2 (ENSG00000178996) has sequence MALRARALYDFRSENPGEISLREHEVLSLCSEQDIEGWLEGVNSRGDRGLFPASYVQVIRAPEPGPAGDGGPGAPARYANVPPGGFEPLPVAPPASFKPPPDAFQALLQPQQAPPPSTFQPPGAGFPYGGGALQPSPQQLYGGYQASQGSDDDWDDEWDDSSTVADEPGALGSGAYPDLDGSSSAGVGAAGRYRLSTRSDLSLGSRGGSVPPQHHPSGPKSSATVSRNLNRFSTFVKSGGEAFVLGEASGFVKDGDKLCVVLGPYGPEWQENPYPFQCTIDDPTKQTKFKGMKSYISYKL.... Result: 1 (the proteins interact).